This data is from Forward reaction prediction with 1.9M reactions from USPTO patents (1976-2016). The task is: Predict the product of the given reaction. Given the reactants [Cl:1][C:2]1[CH:10]=[CH:9][CH:8]=[CH:7][C:3]=1[C:4](Cl)=[O:5].[CH3:11][CH:12]([CH3:30])[CH2:13][CH2:14][NH:15][C:16]([C:18]1[N:19]=[N:20][C:21]([N:24]2[CH2:29][CH2:28][NH:27][CH2:26][CH2:25]2)=[CH:22][CH:23]=1)=[O:17], predict the reaction product. The product is: [CH3:11][CH:12]([CH3:30])[CH2:13][CH2:14][NH:15][C:16]([C:18]1[N:19]=[N:20][C:21]([N:24]2[CH2:29][CH2:28][N:27]([C:4](=[O:5])[C:3]3[CH:7]=[CH:8][CH:9]=[CH:10][C:2]=3[Cl:1])[CH2:26][CH2:25]2)=[CH:22][CH:23]=1)=[O:17].